Task: Predict the reaction yield, written as a fraction of the theoretical maximum amount of product (1.0 means a 100% yield; for example, 0.34 means a 34% yield).. Dataset: Reaction yield outcomes from USPTO patents with 853,638 reactions (1) The reactants are [CH2:1]([S-:4])[CH2:2][CH3:3].[Na+].Cl[C:7]1[C:20]2[C:11](=[C:12]3[C:17](=[CH:18][CH:19]=2)[CH:16]=[CH:15][CH:14]=[N:13]3)[N:10]=[C:9]([CH3:21])[CH:8]=1. The catalyst is CO. The product is [CH3:21][C:9]1[CH:8]=[C:7]([S:4][CH2:1][CH2:2][CH3:3])[C:20]2[C:11](=[C:12]3[C:17](=[CH:18][CH:19]=2)[CH:16]=[CH:15][CH:14]=[N:13]3)[N:10]=1. The yield is 0.760. (2) The reactants are [Cl:1][C:2]1[CH:20]=[C:19]([Cl:21])[CH:18]=[CH:17][C:3]=1[CH2:4][C:5]1[S:9][C:8]([CH:10]([CH3:12])[CH3:11])=[N:7][C:6]=1[CH2:13][CH2:14][CH2:15][OH:16].O[C:23]1[C:28]([CH2:29][C:30]([O:32]C)=[O:31])=[CH:27][CH:26]=[CH:25][N:24]=1.C(P(CCCC)CCCC)CCC.N(C(N1CCCCC1)=O)=NC(N1CCCCC1)=O. The catalyst is O1CCCC1. The product is [Cl:1][C:2]1[CH:20]=[C:19]([Cl:21])[CH:18]=[CH:17][C:3]=1[CH2:4][C:5]1[S:9][C:8]([CH:10]([CH3:11])[CH3:12])=[N:7][C:6]=1[CH2:13][CH2:14][CH2:15][O:16][C:23]1[C:28]([CH2:29][C:30]([OH:32])=[O:31])=[CH:27][CH:26]=[CH:25][N:24]=1. The yield is 0.300.